From a dataset of Forward reaction prediction with 1.9M reactions from USPTO patents (1976-2016). Predict the product of the given reaction. (1) The product is: [F:1][C:2]1[C:10]([O:11][CH3:12])=[CH:9][CH:8]=[C:7]([N:15]2[N:16]=[CH:17][CH:18]=[N:14]2)[C:3]=1[C:4]([OH:6])=[O:5]. Given the reactants [F:1][C:2]1[C:10]([O:11][CH3:12])=[CH:9][CH:8]=[C:7](I)[C:3]=1[C:4]([OH:6])=[O:5].[N:14]1[NH:15][N:16]=[CH:17][CH:18]=1, predict the reaction product. (2) Given the reactants Cl[C:2]1[N:7]=[C:6]([C:8]2[C:9]([C:17]3[CH:18]=[C:19]([NH:23][C:24](=[O:29])[C:25]([F:28])([F:27])[F:26])[CH:20]=[CH:21][CH:22]=3)=[N:10][N:11]3[CH:16]=[CH:15][CH:14]=[CH:13][C:12]=23)[CH:5]=[CH:4][N:3]=1.[F:30][C:31]1[CH:32]=[C:33]([CH:35]=[CH:36][CH:37]=1)[NH2:34], predict the reaction product. The product is: [F:26][C:25]([F:28])([F:27])[C:24]([NH:23][C:19]1[CH:20]=[CH:21][CH:22]=[C:17]([C:9]2[C:8]([C:6]3[CH:5]=[CH:4][N:3]=[C:2]([NH:34][C:33]4[CH:35]=[CH:36][CH:37]=[C:31]([F:30])[CH:32]=4)[N:7]=3)=[C:12]3[CH:13]=[CH:14][CH:15]=[CH:16][N:11]3[N:10]=2)[CH:18]=1)=[O:29]. (3) Given the reactants [C:1]([C:4]1[C:5]([O:17][CH2:18][CH3:19])=[C:6]([C:12]([CH3:16])=[C:13]([Cl:15])[CH:14]=1)[C:7]([NH:9][CH2:10][CH3:11])=[O:8])(=[O:3])[CH3:2].[BH4-].[Na+], predict the reaction product. The product is: [Cl:15][C:13]1[C:12]([CH3:16])=[C:6]([C:5]([O:17][CH2:18][CH3:19])=[C:4]([CH:1]([OH:3])[CH3:2])[CH:14]=1)[C:7]([NH:9][CH2:10][CH3:11])=[O:8]. (4) The product is: [CH3:24][O:23][C:20]1[CH:21]=[CH:22][C:17]([NH:16][C:9]2[C:10]3[N:11]([CH:13]=[CH:14][N:15]=3)[N:12]=[C:7]([N:4]3[CH2:5][CH2:6][CH:2]([NH:1][C:35]([C:34]4[CH:38]=[CH:39][C:31]([C:29]([OH:30])=[O:28])=[CH:32][CH:33]=4)=[O:36])[CH2:3]3)[CH:8]=2)=[N:18][C:19]=1[O:25][CH3:26]. Given the reactants [NH2:1][CH:2]1[CH2:6][CH2:5][N:4]([C:7]2[CH:8]=[C:9]([NH:16][C:17]3[CH:22]=[CH:21][C:20]([O:23][CH3:24])=[C:19]([O:25][CH3:26])[N:18]=3)[C:10]3[N:11]([CH:13]=[CH:14][N:15]=3)[N:12]=2)[CH2:3]1.C[O:28][C:29]([C:31]1[CH:39]=[CH:38][C:34]([C:35](O)=[O:36])=[CH:33][CH:32]=1)=[O:30].CCN=C=NCCCN(C)C.C(N(CC)CC)C.CN1C=CN=C1, predict the reaction product. (5) Given the reactants [Cl:1][C:2]1[CH:7]=[CH:6][CH:5]=[C:4]([Cl:8])[C:3]=1[NH:9][C:10]([NH:12][C:13]1[CH:17]=[C:16]([C:18]2[CH:23]=[CH:22][C:21]([F:24])=[CH:20][CH:19]=2)[S:15][C:14]=1[C:25]([OH:27])=O)=[O:11].CN(C(ON1N=NC2C=CC=NC1=2)=[N+](C)C)C.F[P-](F)(F)(F)(F)F.CCN(C(C)C)C(C)C.Cl.[NH2:62][C@@H:63]([CH:68]1[CH2:73][CH2:72][CH2:71][CH2:70][CH2:69]1)[C:64]([O:66][CH3:67])=[O:65], predict the reaction product. The product is: [CH:68]1([C@H:63]([NH:62][C:25]([C:14]2[S:15][C:16]([C:18]3[CH:19]=[CH:20][C:21]([F:24])=[CH:22][CH:23]=3)=[CH:17][C:13]=2[NH:12][C:10]([NH:9][C:3]2[C:2]([Cl:1])=[CH:7][CH:6]=[CH:5][C:4]=2[Cl:8])=[O:11])=[O:27])[C:64]([O:66][CH3:67])=[O:65])[CH2:73][CH2:72][CH2:71][CH2:70][CH2:69]1. (6) Given the reactants C(O[N:9]1[CH2:14][CH2:13][CH2:12][CH2:11][CH:10]1[C:15]([OH:17])=O)C1C=CC=CC=1.[CH3:18][NH2:19], predict the reaction product. The product is: [CH3:18][NH:19][C:15]([CH:10]1[CH2:11][CH2:12][CH2:13][CH2:14][NH:9]1)=[O:17].